From a dataset of Catalyst prediction with 721,799 reactions and 888 catalyst types from USPTO. Predict which catalyst facilitates the given reaction. (1) Reactant: [Cl:1][C:2]1[C:3]([C:9]([F:12])([F:11])[F:10])=[C:4](N)[CH:5]=[CH:6][CH:7]=1.Cl.N([O-])=O.[Na+].[Na+].[I-:19].OS([O-])=O.[Na+].II. Product: [Cl:1][C:2]1[CH:7]=[CH:6][CH:5]=[C:4]([I:19])[C:3]=1[C:9]([F:12])([F:11])[F:10]. The catalyst class is: 232. (2) Reactant: [C:1]([OH:8])(=[O:7])/[CH:2]=[CH:3]\[C:4]([OH:6])=[O:5].[NH2:9][C:10]1[C:15]2[C:16]([C:19]3[CH:24]=[CH:23][C:22]([NH:25][C:26]([NH:28][C:29]4[CH:34]=[CH:33][CH:32]=[C:31]([F:35])[CH:30]=4)=[O:27])=[CH:21][CH:20]=3)=[CH:17][S:18][C:14]=2[C:13]([C:36]2[CH:37]=[N:38][N:39]([CH2:41][CH2:42][OH:43])[CH:40]=2)=[CH:12][N:11]=1. Product: [NH2:9][C:10]1[C:15]2[C:16]([C:19]3[CH:20]=[CH:21][C:22]([NH:25][C:26]([NH:28][C:29]4[CH:34]=[CH:33][CH:32]=[C:31]([F:35])[CH:30]=4)=[O:27])=[CH:23][CH:24]=3)=[CH:17][S:18][C:14]=2[C:13]([C:36]2[CH:37]=[N:38][N:39]([CH2:41][CH2:42][OH:43])[CH:40]=2)=[CH:12][N:11]=1.[C:1]([OH:8])(=[O:7])/[CH:2]=[CH:3]\[C:4]([OH:6])=[O:5]. The catalyst class is: 9. (3) Reactant: [Cl:1][C:2]1[C:3]2[C:4]3[CH:5]=[C:6]4[CH:19]=[N:18][CH:17]=[CH:16][C:7]4=[N:8][C:9]=3[O:10][C:11]=2[C:12]([NH2:15])=[CH:13][CH:14]=1.[F:20][C:21]([F:32])([F:31])[C:22]1[CH:23]=[C:24]([CH:28]=[CH:29][CH:30]=1)[C:25](Cl)=[O:26]. Product: [Cl:1][C:2]1[C:3]2[C:4]3[CH:5]=[C:6]4[CH:19]=[N:18][CH:17]=[CH:16][C:7]4=[N:8][C:9]=3[O:10][C:11]=2[C:12]([NH:15][C:25](=[O:26])[C:24]2[CH:28]=[CH:29][CH:30]=[C:22]([C:21]([F:20])([F:31])[F:32])[CH:23]=2)=[CH:13][CH:14]=1. The catalyst class is: 317. (4) Reactant: [Cl:1][C:2]1[CH:10]=[CH:9][C:5]([C:6]([NH2:8])=[O:7])=[CH:4][CH:3]=1.[CH:11]1([C:17]([CH3:21])([CH3:20])[CH:18]=O)[CH2:16][CH2:15][CH2:14][CH2:13][CH2:12]1.[NH:22]1[C:26]2[CH:27]=[CH:28][CH:29]=[CH:30][C:25]=2[N:24]=[N:23]1.C1(C)C=CC(S(O)(=O)=O)=CC=1. Product: [N:22]1([CH:18]([NH:8][C:6](=[O:7])[C:5]2[CH:9]=[CH:10][C:2]([Cl:1])=[CH:3][CH:4]=2)[C:17]([CH:11]2[CH2:16][CH2:15][CH2:14][CH2:13][CH2:12]2)([CH3:21])[CH3:20])[C:26]2[CH:27]=[CH:28][CH:29]=[CH:30][C:25]=2[N:24]=[N:23]1. The catalyst class is: 11. (5) Reactant: [CH2:1]([O:8][C:9]([N:11]1[CH2:16][CH2:15][CH2:14][CH:13]([C:17]2[CH:22]=[CH:21][C:20]([CH3:23])=[C:19]([OH:24])[CH:18]=2)[CH2:12]1)=[O:10])[C:2]1[CH:7]=[CH:6][CH:5]=[CH:4][CH:3]=1.C(=O)([O-])[O-].[Cs+].[Cs+].Br[CH2:32][C:33]([O:35][CH2:36][CH3:37])=[O:34]. Product: [CH2:1]([O:8][C:9]([N:11]1[CH2:16][CH2:15][CH2:14][CH:13]([C:17]2[CH:22]=[CH:21][C:20]([CH3:23])=[C:19]([O:24][CH2:32][C:33]([O:35][CH2:36][CH3:37])=[O:34])[CH:18]=2)[CH2:12]1)=[O:10])[C:2]1[CH:3]=[CH:4][CH:5]=[CH:6][CH:7]=1. The catalyst class is: 35. (6) Reactant: [H-].[Na+].[Br:3][C:4]1[C:5]([N:9]([CH3:11])[CH3:10])=[N:6][NH:7][CH:8]=1.CS(O[CH:17]1[CH2:22][CH2:21][N:20]([C:23]([O:25][C:26]([CH3:29])([CH3:28])[CH3:27])=[O:24])[CH2:19][CH2:18]1)(=O)=O. Product: [Br:3][C:4]1[C:5]([N:9]([CH3:11])[CH3:10])=[N:6][N:7]([CH:17]2[CH2:22][CH2:21][N:20]([C:23]([O:25][C:26]([CH3:29])([CH3:28])[CH3:27])=[O:24])[CH2:19][CH2:18]2)[CH:8]=1. The catalyst class is: 3. (7) Reactant: [N:1]([O-:3])=O.[Na+].[Cl:5][C:6]1[CH:19]=[C:18]([Cl:20])[CH:17]=[CH:16][C:7]=1[CH:8]=[C:9]1[NH:13][C:12](=[O:14])[CH:11]=[C:10]1[OH:15]. Product: [Cl:5][C:6]1[CH:19]=[C:18]([Cl:20])[CH:17]=[CH:16][C:7]=1[CH:8]=[C:9]1[NH:13][C:12](=[O:14])[C:11](=[N:1][OH:3])[C:10]1=[O:15]. The catalyst class is: 15.